Dataset: Forward reaction prediction with 1.9M reactions from USPTO patents (1976-2016). Task: Predict the product of the given reaction. (1) Given the reactants [Cl:1][C:2]1[C:3]([C:10]([F:13])([F:12])[F:11])=[N:4][NH:5][C:6]=1[CH:7]([CH3:9])[CH3:8].C([O-])([O-])=O.[K+].[K+].[Cl:20][C:21]1[CH:26]=[CH:25][C:24]([N:27]2[CH2:32][CH2:31][N:30]([C:33](=[O:35])[CH3:34])[CH2:29][CH2:28]2)=[CH:23][C:22]=1[O:36][CH3:37].CN(C=O)C, predict the reaction product. The product is: [Cl:1][C:2]1[C:3]([C:10]([F:11])([F:13])[F:12])=[N:4][N:5]([CH2:34][C:33]([N:30]2[CH2:29][CH2:28][N:27]([C:24]3[CH:25]=[CH:26][C:21]([Cl:20])=[C:22]([O:36][CH3:37])[CH:23]=3)[CH2:32][CH2:31]2)=[O:35])[C:6]=1[CH:7]([CH3:9])[CH3:8]. (2) Given the reactants [CH3:1][C:2]([CH3:24])([CH3:23])[C@H:3]([NH:8][C:9](=[O:22])[C@H:10]([CH:15](C(O)=O)[C:16]([OH:18])=[O:17])[CH2:11][CH:12]([CH3:14])[CH3:13])[C:4]([NH:6][CH3:7])=[O:5], predict the reaction product. The product is: [CH3:1][C:2]([CH3:23])([CH3:24])[C@H:3]([NH:8][C:9]([C@@H:10]([CH2:11][CH:12]([CH3:13])[CH3:14])[CH2:15][C:16]([OH:18])=[O:17])=[O:22])[C:4]([NH:6][CH3:7])=[O:5]. (3) The product is: [Cl:28][C:24]1[CH:25]=[CH:26][C:27]2[N:14]([CH:11]3[CH2:12][CH2:13][NH:8][CH2:9][CH2:10]3)[C:15]3[C:20]([O:21][C:22]=2[CH:23]=1)=[C:19]([O:29][CH3:30])[CH:18]=[CH:17][CH:16]=3.[C:63]([OH:69])([C:65]([F:68])([F:67])[F:66])=[O:64]. Given the reactants C(OC([N:8]1[CH2:13][CH2:12][CH:11]([N:14]2[C:27]3[CH:26]=[CH:25][C:24]([Cl:28])=[CH:23][C:22]=3[O:21][C:20]3[C:15]2=[CH:16][CH:17]=[CH:18][C:19]=3[O:29][CH3:30])[CH2:10][CH2:9]1)=O)(C)(C)C.C(OC(N1CCC(N2C3C=CC(C4NN=NN=4)=CC=3OC3C2=CC=CC=3)CC1)=O)(C)(C)C.[C:63]([OH:69])([C:65]([F:68])([F:67])[F:66])=[O:64].Cl, predict the reaction product. (4) Given the reactants [Br:1][C:2]1[CH:3]=[C:4]([N:8]2[CH:13]=[CH:12][C:11](=O)[C:10]([CH2:15][O:16][C:17]3[CH:18]=[C:19]4[C:24](=[CH:25][CH:26]=3)[N:23]=[CH:22][CH:21]=[CH:20]4)=[N:9]2)[CH:5]=[CH:6][CH:7]=1.COC1C=CC(P2(SP(C3C=CC(OC)=CC=3)(=S)S2)=[S:36])=CC=1, predict the reaction product. The product is: [Br:1][C:2]1[CH:3]=[C:4]([N:8]2[CH:13]=[CH:12][C:11](=[S:36])[C:10]([CH2:15][O:16][C:17]3[CH:18]=[C:19]4[C:24](=[CH:25][CH:26]=3)[N:23]=[CH:22][CH:21]=[CH:20]4)=[N:9]2)[CH:5]=[CH:6][CH:7]=1.